From a dataset of Peptide-MHC class II binding affinity with 134,281 pairs from IEDB. Regression. Given a peptide amino acid sequence and an MHC pseudo amino acid sequence, predict their binding affinity value. This is MHC class II binding data. (1) The peptide sequence is MATTLPVQRHPRSLF. The MHC is DRB1_1302 with pseudo-sequence DRB1_1302. The binding affinity (normalized) is 0.0512. (2) The peptide sequence is VIPANWKPDTVYTSK. The MHC is HLA-DPA10201-DPB10101 with pseudo-sequence HLA-DPA10201-DPB10101. The binding affinity (normalized) is 0.0268. (3) The peptide sequence is DKFKIFEAAFSES. The MHC is DRB1_1101 with pseudo-sequence DRB1_1101. The binding affinity (normalized) is 0.318. (4) The binding affinity (normalized) is 0.642. The peptide sequence is ADYLRMWIQAATVMS. The MHC is HLA-DQA10501-DQB10301 with pseudo-sequence HLA-DQA10501-DQB10301. (5) The peptide sequence is AFKEAATAANAAPAN. The MHC is DRB1_0401 with pseudo-sequence DRB1_0401. The binding affinity (normalized) is 0.447. (6) The peptide sequence is KEYTFPITLSSTSNP. The MHC is HLA-DPA10301-DPB10402 with pseudo-sequence HLA-DPA10301-DPB10402. The binding affinity (normalized) is 0.0926. (7) The peptide sequence is GQKYFKGNFQRLAIT. The MHC is HLA-DPA10301-DPB10402 with pseudo-sequence HLA-DPA10301-DPB10402. The binding affinity (normalized) is 0.574.